This data is from Forward reaction prediction with 1.9M reactions from USPTO patents (1976-2016). The task is: Predict the product of the given reaction. (1) The product is: [F:35][CH:5]([F:4])[O:6][C:7]1[CH:12]=[CH:11][C:10]([C:13]2[NH:22][C:16]3[CH:17]=[N:18][NH:19][C:20](=[O:21])[C:15]=3[CH:14]=2)=[CH:9][C:8]=1[O:31][CH:32]([CH3:33])[CH3:34]. Given the reactants ClCCl.[F:4][CH:5]([F:35])[O:6][C:7]1[CH:12]=[CH:11][C:10]([C:13]2[N:22](COCC[Si](C)(C)C)[C:16]3[CH:17]=[N:18][NH:19][C:20](=[O:21])[C:15]=3[CH:14]=2)=[CH:9][C:8]=1[O:31][CH:32]([CH3:34])[CH3:33].N, predict the reaction product. (2) Given the reactants CN(C(ON1N=NC2C=CC=NC1=2)=[N+](C)C)C.F[P-](F)(F)(F)(F)F.C(N(CC)CC)C.[F:32][C:33]([F:44])([F:43])[C:34]1[CH:42]=[CH:41][C:37]([C:38]([OH:40])=O)=[CH:36][CH:35]=1.[CH3:45][N:46]1[C:50]([C:51]2[CH:52]=[C:53]([NH2:66])[CH:54]=[CH:55][C:56]=2[O:57][CH2:58][CH2:59][N:60]2[CH2:65][CH2:64][O:63][CH2:62][CH2:61]2)=[CH:49][CH:48]=[N:47]1, predict the reaction product. The product is: [CH3:45][N:46]1[C:50]([C:51]2[CH:52]=[C:53]([NH:66][C:38](=[O:40])[C:37]3[CH:36]=[CH:35][C:34]([C:33]([F:32])([F:44])[F:43])=[CH:42][CH:41]=3)[CH:54]=[CH:55][C:56]=2[O:57][CH2:58][CH2:59][N:60]2[CH2:65][CH2:64][O:63][CH2:62][CH2:61]2)=[CH:49][CH:48]=[N:47]1. (3) Given the reactants [CH3:1][C:2]1[CH:3]=[CH:4][C:5]2[S:9][C:8]([S:10](Cl)(=[O:12])=[O:11])=[CH:7][C:6]=2[CH:14]=1.N1C=CC=CC=1.[NH2:21][C:22]1[CH:23]=[C:24]([CH:28]=[CH:29][CH:30]=1)[C:25]([OH:27])=[O:26], predict the reaction product. The product is: [CH3:1][C:2]1[CH:3]=[CH:4][C:5]2[S:9][C:8]([S:10]([NH:21][C:22]3[CH:23]=[C:24]([CH:28]=[CH:29][CH:30]=3)[C:25]([OH:27])=[O:26])(=[O:12])=[O:11])=[CH:7][C:6]=2[CH:14]=1. (4) Given the reactants [Cl:1][C:2]1[CH:3]=[C:4]([F:41])[C:5]2[N:11]3[CH:12]=[CH:13][CH:14]=[C:10]3[C@H:9]([CH2:15][C:16]([N:18]3[CH2:23][CH2:22][CH:21]([CH2:24][C:25]([O:27]CC)=[O:26])[CH2:20][CH2:19]3)=[O:17])[O:8][C@@H:7]([C:30]3[CH:35]=[CH:34][CH:33]=[C:32]([O:36][CH3:37])[C:31]=3[O:38][CH3:39])[C:6]=2[CH:40]=1.C(=O)([O-])[O-].[K+].[K+].Cl.C(OCC)(=O)C, predict the reaction product. The product is: [Cl:1][C:2]1[CH:3]=[C:4]([F:41])[C:5]2[N:11]3[CH:12]=[CH:13][CH:14]=[C:10]3[C@H:9]([CH2:15][C:16]([N:18]3[CH2:23][CH2:22][CH:21]([CH2:24][C:25]([OH:27])=[O:26])[CH2:20][CH2:19]3)=[O:17])[O:8][C@@H:7]([C:30]3[CH:35]=[CH:34][CH:33]=[C:32]([O:36][CH3:37])[C:31]=3[O:38][CH3:39])[C:6]=2[CH:40]=1. (5) Given the reactants [NH:1]1[C:9]2[C:4](=[CH:5][C:6]([NH:10][C:11]3[C:12]4[N:19]=[C:18]([CH2:20][CH2:21][CH2:22][C:23]([O:25]CC)=[O:24])[S:17][C:13]=4[N:14]=[CH:15][N:16]=3)=[CH:7][CH:8]=2)[CH:3]=[N:2]1.CO.[OH-].[Li+].Cl, predict the reaction product. The product is: [NH:1]1[C:9]2[C:4](=[CH:5][C:6]([NH:10][C:11]3[C:12]4[N:19]=[C:18]([CH2:20][CH2:21][CH2:22][C:23]([OH:25])=[O:24])[S:17][C:13]=4[N:14]=[CH:15][N:16]=3)=[CH:7][CH:8]=2)[CH:3]=[N:2]1. (6) Given the reactants [OH:1][CH2:2][C:3]1O[CH:5]=[C:6]([O:10][CH2:11][C:12]2[CH:17]=[CH:16][C:15]([O:18][CH3:19])=[CH:14][CH:13]=2)[C:7](=[O:9])[CH:8]=1.[NH4+:20], predict the reaction product. The product is: [OH:1][CH2:2][C:3]1[NH:20][CH:5]=[C:6]([O:10][CH2:11][C:12]2[CH:17]=[CH:16][C:15]([O:18][CH3:19])=[CH:14][CH:13]=2)[C:7](=[O:9])[CH:8]=1. (7) Given the reactants [C:1]([O:5][C:6]([N:8]1[CH:12]=[CH:11][CH:10]=[C:9]1[C:13]1[CH:18]=[CH:17][CH:16]=[C:15]([N+:19]([O-])=O)[CH:14]=1)=[O:7])([CH3:4])([CH3:3])[CH3:2], predict the reaction product. The product is: [C:1]([O:5][C:6]([N:8]1[CH2:12][CH2:11][CH2:10][CH:9]1[C:13]1[CH:18]=[CH:17][CH:16]=[C:15]([NH2:19])[CH:14]=1)=[O:7])([CH3:4])([CH3:2])[CH3:3]. (8) Given the reactants [Cl:1][C:2]1[C:3]([CH2:8][NH:9][C:10]([CH:12]2[CH2:17][CH2:16][N:15]([CH3:18])[CH2:14][CH2:13]2)=O)=[N:4][CH:5]=[CH:6][N:7]=1.P(Cl)(Cl)(Cl)=O, predict the reaction product. The product is: [Cl:1][C:2]1[C:3]2[N:4]([C:10]([CH:12]3[CH2:17][CH2:16][N:15]([CH3:18])[CH2:14][CH2:13]3)=[N:9][CH:8]=2)[CH:5]=[CH:6][N:7]=1. (9) Given the reactants [C:1]1([C:7]2[CH:8]=[C:9]3[C:13](=[CH:14][CH:15]=2)[NH:12][C:11](=[O:16])[CH2:10]3)[CH:6]=[CH:5][CH:4]=[CH:3][CH:2]=1.[N:17]1([CH2:22][CH2:23][O:24][C:25]2[CH:26]=[C:27]3[C:31](=[CH:32][CH:33]=2)[NH:30][C:29]([CH:34]=O)=[CH:28]3)[CH2:21][CH2:20][CH2:19][CH2:18]1.N1CCCCC1, predict the reaction product. The product is: [C:1]1([C:7]2[CH:8]=[C:9]3[C:13](=[CH:14][CH:15]=2)[NH:12][C:11](=[O:16])[C:10]3=[CH:34][C:29]2[NH:30][C:31]3[C:27]([CH:28]=2)=[CH:26][C:25]([O:24][CH2:23][CH2:22][N:17]2[CH2:21][CH2:20][CH2:19][CH2:18]2)=[CH:33][CH:32]=3)[CH:2]=[CH:3][CH:4]=[CH:5][CH:6]=1.